Dataset: Forward reaction prediction with 1.9M reactions from USPTO patents (1976-2016). Task: Predict the product of the given reaction. (1) Given the reactants S(=O)(=O)(O)O.[BrH:6].[CH:7]1([CH2:13][CH2:14]O)[CH2:12][CH2:11][CH2:10][CH2:9][CH2:8]1, predict the reaction product. The product is: [Br:6][CH2:14][CH2:13][CH:7]1[CH2:12][CH2:11][CH2:10][CH2:9][CH2:8]1. (2) Given the reactants [CH3:1][N:2]1[C:8](=[O:9])[CH2:7][CH2:6][CH2:5][C:4]2[CH:10]=[C:11]([N+:14]([O-])=O)[CH:12]=[CH:13][C:3]1=2.O.NN, predict the reaction product. The product is: [NH2:14][C:11]1[CH:12]=[CH:13][C:3]2[N:2]([CH3:1])[C:8](=[O:9])[CH2:7][CH2:6][CH2:5][C:4]=2[CH:10]=1. (3) Given the reactants [N:1]1[CH:6]=[CH:5][CH:4]=[CH:3][C:2]=1[C:7]1[N:11]=[C:10]([C:12]2[CH:17]=[C:16]([OH:18])[CH:15]=[C:14]([C:19]#[N:20])[CH:13]=2)[O:9][N:8]=1.C(=O)([O-])[O-].[K+].[K+].[CH2:27](I)[CH2:28][CH3:29], predict the reaction product. The product is: [N:1]1[CH:6]=[CH:5][CH:4]=[CH:3][C:2]=1[C:7]1[N:11]=[C:10]([C:12]2[CH:17]=[C:16]([O:18][CH2:27][CH2:28][CH3:29])[CH:15]=[C:14]([C:19]#[N:20])[CH:13]=2)[O:9][N:8]=1. (4) Given the reactants [F:1][C:2]1[CH:25]=[CH:24][CH:23]=[CH:22][C:3]=1[CH2:4][C:5]1([O:20][CH3:21])[CH2:10][CH2:9][N:8]([C:11]2[CH:16]=[CH:15][C:14]([C:17](=[NH:19])[NH2:18])=[CH:13][CH:12]=2)[CH2:7][CH2:6]1.C(N(CC)CC)C.[F:33][C:34]1[CH:39]=[CH:38][C:37]([S:40](Cl)(=[O:42])=[O:41])=[CH:36][C:35]=1[N+:44]([O-:46])=[O:45], predict the reaction product. The product is: [F:1][C:2]1[CH:25]=[CH:24][CH:23]=[CH:22][C:3]=1[CH2:4][C:5]1([O:20][CH3:21])[CH2:6][CH2:7][N:8]([C:11]2[CH:16]=[CH:15][C:14]([C:17](=[NH:18])[NH:19][S:40]([C:37]3[CH:38]=[CH:39][C:34]([F:33])=[C:35]([N+:44]([O-:46])=[O:45])[CH:36]=3)(=[O:41])=[O:42])=[CH:13][CH:12]=2)[CH2:9][CH2:10]1. (5) The product is: [NH2:1][C:2]1[N:7]=[CH:6][N:5]=[C:4]2[N:8]([CH2:24][CH2:25][N:26]3[C:30](=[O:31])[C:29](=[CH:33][C:34]4[CH:39]=[CH:38][CH:37]=[CH:36][CH:35]=4)[S:28][C:27]3=[O:32])[N:9]=[C:10]([C:11]3[CH:12]=[CH:13][C:14]([O:17][C:18]4[CH:19]=[CH:20][CH:21]=[CH:22][CH:23]=4)=[CH:15][CH:16]=3)[C:3]=12. Given the reactants [NH2:1][C:2]1[N:7]=[CH:6][N:5]=[C:4]2[N:8]([CH2:24][CH2:25][N:26]3[C:30](=[O:31])[CH2:29][S:28][C:27]3=[O:32])[N:9]=[C:10]([C:11]3[CH:16]=[CH:15][C:14]([O:17][C:18]4[CH:23]=[CH:22][CH:21]=[CH:20][CH:19]=4)=[CH:13][CH:12]=3)[C:3]=12.[CH:33](=O)[C:34]1[CH:39]=[CH:38][CH:37]=[CH:36][CH:35]=1.N1CCCCC1, predict the reaction product. (6) Given the reactants [CH2:1]([N:8]1[C:17]2[C:12](=[CH:13][CH:14]=[CH:15][N:16]=2)[C:11]([OH:18])=[C:10]([C:19](OCC)=[O:20])[C:9]1=[O:24])[C:2]1[CH:7]=[CH:6][CH:5]=[CH:4][CH:3]=1.[NH2:25][C:26]1[CH:31]=[CH:30][C:29]([Br:32])=[CH:28][C:27]=1[S:33]([NH2:36])(=[O:35])=[O:34], predict the reaction product. The product is: [NH2:36][S:33]([C:27]1[CH:28]=[C:29]([Br:32])[CH:30]=[CH:31][C:26]=1[NH:25][C:19]([C:10]1[C:9](=[O:24])[N:8]([CH2:1][C:2]2[CH:7]=[CH:6][CH:5]=[CH:4][CH:3]=2)[C:17]2[C:12]([C:11]=1[OH:18])=[CH:13][CH:14]=[CH:15][N:16]=2)=[O:20])(=[O:35])=[O:34]. (7) Given the reactants O[CH2:2][CH2:3][CH2:4][CH:5]1[CH2:10][CH2:9][CH2:8][CH2:7][N:6]1[CH:11]([C:14]1[CH:19]=[CH:18][C:17]([Br:20])=[CH:16][CH:15]=1)[C:12]#[N:13].[C:21]1([CH3:31])[CH:26]=[CH:25][C:24]([S:27](Cl)(=[O:29])=[O:28])=[CH:23][CH:22]=1.C(OCC)C.O, predict the reaction product. The product is: [CH3:31][C:21]1[CH:26]=[CH:25][C:24]([S:27]([CH2:2][CH2:3][CH2:4][CH:5]2[CH2:10][CH2:9][CH2:8][CH2:7][N:6]2[CH:11]([C:14]2[CH:19]=[CH:18][C:17]([Br:20])=[CH:16][CH:15]=2)[C:12]#[N:13])(=[O:29])=[O:28])=[CH:23][CH:22]=1.